From a dataset of Forward reaction prediction with 1.9M reactions from USPTO patents (1976-2016). Predict the product of the given reaction. (1) Given the reactants [I:1][C:2]1[CH:7]=[CH:6][C:5]([N+:8]([O-])=O)=[CH:4][C:3]=1[O:11][CH3:12].Cl[Sn]Cl, predict the reaction product. The product is: [I:1][C:2]1[CH:7]=[CH:6][C:5]([NH2:8])=[CH:4][C:3]=1[O:11][CH3:12]. (2) Given the reactants [Cl-].O[NH3+:3].[C:4](=[O:7])([O-])[OH:5].[Na+].CS(C)=O.[OH:13][C:14]1([CH2:18][O:19][C@H:20]2[CH2:25][CH2:24][C@H:23]([N:26]3[C:31](=[O:32])[C:30]([CH2:33][C:34]4[CH:39]=[CH:38][C:37]([C:40]5[C:41]([C:46]#[N:47])=[CH:42][CH:43]=[CH:44][CH:45]=5)=[CH:36][CH:35]=4)=[C:29]([CH2:48][CH2:49][CH3:50])[N:28]4[N:51]=[C:52]([CH3:54])[N:53]=[C:27]34)[CH2:22][CH2:21]2)[CH2:17][CH2:16][CH2:15]1, predict the reaction product. The product is: [OH:13][C:14]1([CH2:18][O:19][C@H:20]2[CH2:21][CH2:22][C@H:23]([N:26]3[C:31](=[O:32])[C:30]([CH2:33][C:34]4[CH:35]=[CH:36][C:37]([C:40]5[CH:45]=[CH:44][CH:43]=[CH:42][C:41]=5[C:46]5[NH:3][C:4](=[O:7])[O:5][N:47]=5)=[CH:38][CH:39]=4)=[C:29]([CH2:48][CH2:49][CH3:50])[N:28]4[N:51]=[C:52]([CH3:54])[N:53]=[C:27]34)[CH2:24][CH2:25]2)[CH2:17][CH2:16][CH2:15]1.